From a dataset of Reaction yield outcomes from USPTO patents with 853,638 reactions. Predict the reaction yield, written as a fraction of the theoretical maximum amount of product (1.0 means a 100% yield; for example, 0.34 means a 34% yield). (1) The reactants are [Br:1][C:2]1[CH:7]=[C:6]([CH3:8])[C:5]([CH:9](Cl)[C:10]2[C:15]([F:16])=[CH:14][CH:13]=[C:12]([F:17])[C:11]=2[F:18])=[CH:4][N:3]=1.COC1C=[C:24]([SH:29])[C:25]([CH3:28])=[CH:26][CH:27]=1.C(=O)([O-])[O-].[K+].[K+].O.[C:37]([O:40][CH2:41][CH3:42])(=O)C.CCCCCC. The catalyst is CN(C)C=O.COC1C=C(S)C(C)=CC=1. The product is [Br:1][C:2]1[CH:7]=[C:6]([CH3:8])[C:5]([CH:9]([S:29][CH2:24][C:25]2[CH:28]=[CH:42][C:41]([O:40][CH3:37])=[CH:27][CH:26]=2)[C:10]2[C:15]([F:16])=[CH:14][CH:13]=[C:12]([F:17])[C:11]=2[F:18])=[CH:4][N:3]=1. The yield is 0.850. (2) The reactants are [CH:1](=[O:8])[C:2]1[CH:7]=[CH:6][CH:5]=[CH:4][CH:3]=1.C(O[CH2:13][CH:14]=[CH2:15])(=O)C.O.CCN(CC)CC.CC1C(C)=C(C)C(C)=C(C)C=1C. The catalyst is O1CCOCC1. The product is [C:2]1([CH:1]([OH:8])[CH2:15][CH:14]=[CH2:13])[CH:7]=[CH:6][CH:5]=[CH:4][CH:3]=1. The yield is 0.920.